From a dataset of Catalyst prediction with 721,799 reactions and 888 catalyst types from USPTO. Predict which catalyst facilitates the given reaction. (1) Product: [Br:1][C:2]1[CH:7]=[CH:6][C:5]([CH2:8][Br:10])=[C:4]([Cl:9])[CH:3]=1. The catalyst class is: 340. Reactant: [Br:1][C:2]1[CH:7]=[CH:6][C:5]([CH3:8])=[C:4]([Cl:9])[CH:3]=1.[Br:10]NC(=O)CCC(N)=O. (2) Product: [F:29][C:2]([F:1])([F:28])[C:3]([F:27])([C:8]1[CH:26]=[CH:25][C:11]([C:12]([S:13]([C:16]2[CH:17]=[C:18]3[C:22](=[CH:23][CH:24]=2)[CH2:21][CH2:20][CH2:19]3)(=[O:15])=[O:14])=[CH2:30])=[CH:10][CH:9]=1)[C:4]([F:7])([F:6])[F:5]. Reactant: [F:1][C:2]([F:29])([F:28])[C:3]([F:27])([C:8]1[CH:26]=[CH:25][C:11]([CH2:12][S:13]([C:16]2[CH:17]=[C:18]3[C:22](=[CH:23][CH:24]=2)[CH2:21][CH2:20][CH2:19]3)(=[O:15])=[O:14])=[CH:10][CH:9]=1)[C:4]([F:7])([F:6])[F:5].[CH3:30]C(OC(C)=O)=O. The catalyst class is: 18. (3) Reactant: C([O:8][C:9]1[CH:14]=[C:13]([O:15][CH3:16])[CH:12]=[CH:11][C:10]=1[C:17]([C:19]1[CH:20]=[N:21][C:22]([O:25][CH2:26][CH2:27][C:28]2[N:29]=[C:30]([C:34]3[CH:39]=[CH:38][CH:37]=[CH:36][CH:35]=3)[O:31][C:32]=2[CH3:33])=[CH:23][CH:24]=1)=[O:18])C1C=CC=CC=1. Product: [OH:8][C:9]1[CH:14]=[C:13]([O:15][CH3:16])[CH:12]=[CH:11][C:10]=1[C:17]([C:19]1[CH:20]=[N:21][C:22]([O:25][CH2:26][CH2:27][C:28]2[N:29]=[C:30]([C:34]3[CH:35]=[CH:36][CH:37]=[CH:38][CH:39]=3)[O:31][C:32]=2[CH3:33])=[CH:23][CH:24]=1)=[O:18]. The catalyst class is: 457. (4) Reactant: [H-].[Na+].[NH2:3][C:4]1[CH:9]=[CH:8][C:7]([Br:10])=[CH:6][N:5]=1.[CH3:11]I. Product: [Br:10][C:7]1[CH:8]=[CH:9][C:4]([NH:3][CH3:11])=[N:5][CH:6]=1. The catalyst class is: 3.